Regression. Given two drug SMILES strings and cell line genomic features, predict the synergy score measuring deviation from expected non-interaction effect. From a dataset of NCI-60 drug combinations with 297,098 pairs across 59 cell lines. (1) Drug 1: COC1=NC(=NC2=C1N=CN2C3C(C(C(O3)CO)O)O)N. Drug 2: C1=NC2=C(N=C(N=C2N1C3C(C(C(O3)CO)O)F)Cl)N. Cell line: A549. Synergy scores: CSS=-3.77, Synergy_ZIP=1.41, Synergy_Bliss=-0.401, Synergy_Loewe=-11.7, Synergy_HSA=-8.05. (2) Drug 1: C1=CC=C(C=C1)NC(=O)CCCCCCC(=O)NO. Drug 2: C1CN(CCN1C(=O)CCBr)C(=O)CCBr. Cell line: T-47D. Synergy scores: CSS=36.1, Synergy_ZIP=1.12, Synergy_Bliss=10.1, Synergy_Loewe=-2.40, Synergy_HSA=9.79.